This data is from Catalyst prediction with 721,799 reactions and 888 catalyst types from USPTO. The task is: Predict which catalyst facilitates the given reaction. (1) The catalyst class is: 53. Reactant: [CH3:1][O:2][C:3]([C:5]1[C:6]([Cl:13])=[N:7][C:8]([Cl:12])=[CH:9][C:10]=1[CH3:11])=[O:4].[Br:14]N1C(=O)CCC1=O.CC(N=NC(C#N)(C)C)(C#N)C.C(O)(=O)C. Product: [CH3:1][O:2][C:3]([C:5]1[C:6]([Cl:13])=[N:7][C:8]([Cl:12])=[CH:9][C:10]=1[CH2:11][Br:14])=[O:4]. (2) Reactant: [CH:1]1([C:4]2[O:8][N:7]=[C:6]([C:9]3[C:14]([Cl:15])=[CH:13][CH:12]=[CH:11][C:10]=3[Cl:16])[C:5]=2[CH2:17][OH:18])[CH2:3][CH2:2]1.O[C:20]1[CH:25]=[CH:24][C:23]([C:26]2[CH:27]=[C:28]3[C:33](=[CH:34][CH:35]=2)[N:32]=[C:31]([C:36]([O:38][CH3:39])=[O:37])[CH:30]=[CH:29]3)=[CH:22][CH:21]=1.C1(P(C2C=CC=CC=2)C2C=CC=CC=2)C=CC=CC=1.N(C(OC(C)C)=O)=NC(OC(C)C)=O. Product: [CH:1]1([C:4]2[O:8][N:7]=[C:6]([C:9]3[C:10]([Cl:16])=[CH:11][CH:12]=[CH:13][C:14]=3[Cl:15])[C:5]=2[CH2:17][O:18][C:20]2[CH:21]=[CH:22][C:23]([C:26]3[CH:27]=[C:28]4[C:33](=[CH:34][CH:35]=3)[N:32]=[C:31]([C:36]([O:38][CH3:39])=[O:37])[CH:30]=[CH:29]4)=[CH:24][CH:25]=2)[CH2:3][CH2:2]1. The catalyst class is: 4. (3) Reactant: C([NH:8][NH:9][C:10](=[O:34])[C:11]1[CH:16]=[CH:15][C:14]([CH3:17])=[C:13]([C:18]2[CH:23]=[CH:22][N:21]3[C:24]([C:27]4[CH:32]=[CH:31][CH:30]=[CH:29][C:28]=4[Cl:33])=[N:25][N:26]=[C:20]3[CH:19]=2)[CH:12]=1)(OC(C)(C)C)=O.C(O)(C(F)(F)F)=O. Product: [Cl:33][C:28]1[CH:29]=[CH:30][CH:31]=[CH:32][C:27]=1[C:24]1[N:21]2[CH:22]=[CH:23][C:18]([C:13]3[CH:12]=[C:11]([CH:16]=[CH:15][C:14]=3[CH3:17])[C:10]([NH:9][NH2:8])=[O:34])=[CH:19][C:20]2=[N:26][N:25]=1. The catalyst class is: 2. (4) Reactant: [CH2:1]([O:3][C:4](=[O:30])[CH:5]([C:13]1[CH:18]=[CH:17][C:16]([N+:19]([O-:21])=[O:20])=[C:15]([O:22][CH2:23][C:24]2[CH:29]=[CH:28][CH:27]=[CH:26][CH:25]=2)[CH:14]=1)C(OC(C)(C)C)=O)[CH3:2]. Product: [CH2:1]([O:3][C:4](=[O:30])[CH2:5][C:13]1[CH:18]=[CH:17][C:16]([N+:19]([O-:21])=[O:20])=[C:15]([O:22][CH2:23][C:24]2[CH:29]=[CH:28][CH:27]=[CH:26][CH:25]=2)[CH:14]=1)[CH3:2]. The catalyst class is: 106. (5) Reactant: CC[O:3][C:4](C)=[O:5].CCOCC.C(Cl)(Cl)Cl.[NH2:16][C@H:17]([C:22]([OH:24])=[O:23])[CH2:18][CH2:19][S:20][CH3:21].[NH2:25][C@@H:26]([CH2:30][CH2:31][OH:32])[C:27]([OH:29])=[O:28]. Product: [C:4](=[O:5])=[O:3].[NH2:16][C@H:17]([C:22]([OH:24])=[O:23])[CH2:18][CH2:19][S:20][CH3:21].[NH2:25][C@@H:26]([CH2:30][CH2:31][OH:32])[C:27]([OH:29])=[O:28]. The catalyst class is: 5. (6) Reactant: C(OC([N:11]1[CH2:16][CH2:15][CH:14]([N:17]([CH2:34][CH3:35])[C:18](=[O:33])[CH2:19][N:20]2[CH2:25][CH2:24][N:23]([C:26]([O:28][C:29]([CH3:32])([CH3:31])[CH3:30])=[O:27])[CH2:22][CH2:21]2)[CH2:13][CH2:12]1)=O)C1C=CC=CC=1. Product: [CH2:34]([N:17]([CH:14]1[CH2:13][CH2:12][NH:11][CH2:16][CH2:15]1)[C:18](=[O:33])[CH2:19][N:20]1[CH2:21][CH2:22][N:23]([C:26]([O:28][C:29]([CH3:32])([CH3:30])[CH3:31])=[O:27])[CH2:24][CH2:25]1)[CH3:35]. The catalyst class is: 261. (7) Reactant: Cl[C:2]1[C:7]([CH2:8][CH2:9][CH3:10])=[C:6]([CH2:11][C:12]2[N:13]([C:17]3[C:22]([F:23])=[CH:21][CH:20]=[CH:19][N:18]=3)[N:14]=[CH:15][CH:16]=2)[N:5]=[CH:4][N:3]=1.[CH2:24]([NH2:26])[CH3:25]. Product: [CH2:24]([NH:26][C:2]1[C:7]([CH2:8][CH2:9][CH3:10])=[C:6]([CH2:11][C:12]2[N:13]([C:17]3[C:22]([F:23])=[CH:21][CH:20]=[CH:19][N:18]=3)[N:14]=[CH:15][CH:16]=2)[N:5]=[CH:4][N:3]=1)[CH3:25]. The catalyst class is: 14. (8) The catalyst class is: 4. Reactant: [CH:1]([C:3]1[CH:11]=[CH:10][C:6]([C:7]([OH:9])=O)=[CH:5][CH:4]=1)=[O:2].[NH:12]1[CH2:16][CH2:15][CH:14]=[CH:13]1.C(N(CC)CC)C. Product: [N:12]1([C:7]([C:6]2[CH:5]=[CH:4][C:3]([CH:1]=[O:2])=[CH:11][CH:10]=2)=[O:9])[CH2:16][CH:15]=[CH:14][CH2:13]1. (9) Reactant: [CH3:1][C:2]1[CH:3]=[C:4]([CH:8]=[CH:9][C:10]=1[B:11]1[O:15][C:14]([CH3:17])([CH3:16])[C:13]([CH3:19])([CH3:18])[O:12]1)[C:5](O)=[O:6].[NH2:20][C@H:21]1[CH2:25][CH2:24][NH:23][C:22]1=[O:26].C(N(C(C)C)CC)(C)C. Product: [CH3:1][C:2]1[CH:3]=[C:4]([CH:8]=[CH:9][C:10]=1[B:11]1[O:12][C:13]([CH3:18])([CH3:19])[C:14]([CH3:17])([CH3:16])[O:15]1)[C:5]([NH:20][C@H:21]1[CH2:25][CH2:24][NH:23][C:22]1=[O:26])=[O:6]. The catalyst class is: 9. (10) Reactant: C(O[C:6]([N:8]([CH2:26][CH3:27])[C@@H:9]1[CH2:13][CH2:12][N:11]([C:14]2[N:25]=[CH:24][CH:23]=[CH:22][C:15]=2[C:16]([O:18][CH:19]([CH3:21])[CH3:20])=[O:17])[CH2:10]1)=O)(C)(C)C.Cl.C([O-])([O-])=O.[K+].[K+].BrC[C:37]1[CH:42]=[CH:41][CH:40]=[CH:39][CH:38]=1. Product: [CH2:26]([N:8]([CH2:6][C:37]1[CH:42]=[CH:41][CH:40]=[CH:39][CH:38]=1)[C@@H:9]1[CH2:13][CH2:12][N:11]([C:14]2[C:15]([C:16]([O:18][CH:19]([CH3:20])[CH3:21])=[O:17])=[CH:22][CH:23]=[CH:24][N:25]=2)[CH2:10]1)[CH3:27]. The catalyst class is: 13.